From a dataset of Forward reaction prediction with 1.9M reactions from USPTO patents (1976-2016). Predict the product of the given reaction. (1) The product is: [Br:12][C:13]1[CH:18]=[CH:17][C:16]([C:4]2[CH:5]=[CH:6][CH:7]=[CH:8][C:3]=2[O:2][CH3:1])=[CH:15][CH:14]=1. Given the reactants [CH3:1][O:2][C:3]1[CH:8]=[CH:7][CH:6]=[CH:5][C:4]=1B(O)O.[Br:12][C:13]1[CH:18]=[CH:17][C:16](I)=[CH:15][CH:14]=1.C1(C)C=CC=CC=1.C([O-])([O-])=O.[Na+].[Na+], predict the reaction product. (2) The product is: [Cl:1][C:2]1[C:10]2[NH:9][N:8]=[CH:7][C:6]=2[C:5]([OH:11])=[CH:4][CH:3]=1. Given the reactants [Cl:1][C:2]1[CH:3]=[CH:4][C:5]([O:11]C)=[C:6]2[C:10]=1[NH:9][N:8]=[CH:7]2.Br, predict the reaction product. (3) The product is: [ClH:1].[Cl:1][C:2]1[CH:3]=[C:4]2[C:9](=[CH:10][N:11]=1)[C:8](=[O:12])[NH:7][CH2:6][CH2:5]2. Given the reactants [Cl:1][C:2]1[CH:3]=[C:4]2[C:9](=[CH:10][N:11]=1)[C:8](=[O:12])[N:7](C(OC(C)(C)C)=O)[CH2:6][CH2:5]2.Cl, predict the reaction product. (4) Given the reactants [F:1][C:2]1[CH:3]=[C:4]([NH:8][C:9]2[N:14]=[C:13]([NH:15][CH2:16][CH2:17][CH3:18])[C:12]([C:19]#[C:20][CH2:21][CH2:22][CH2:23][N:24]3C(=O)C4C(=CC=CC=4)C3=O)=[CH:11][N:10]=2)[CH:5]=[CH:6][CH:7]=1.C(OC(C)C)(C)C, predict the reaction product. The product is: [NH2:24][CH2:23][CH2:22][CH2:21][C:20]#[C:19][C:12]1[C:13]([NH:15][CH2:16][CH2:17][CH3:18])=[N:14][C:9]([NH:8][C:4]2[CH:5]=[CH:6][CH:7]=[C:2]([F:1])[CH:3]=2)=[N:10][CH:11]=1. (5) Given the reactants [OH:1][CH2:2][C:3]1[S:7][N:6]=[N:5][C:4]=1[C:8]([O:10][CH3:11])=[O:9].N1C(C)=CC=CC=1C.O([Si:28]([CH:35]([CH3:37])[CH3:36])([CH:32]([CH3:34])[CH3:33])[CH:29]([CH3:31])[CH3:30])S(C(F)(F)F)(=O)=O, predict the reaction product. The product is: [CH:29]([Si:28]([CH:35]([CH3:37])[CH3:36])([CH:32]([CH3:34])[CH3:33])[O:1][CH2:2][C:3]1[S:7][N:6]=[N:5][C:4]=1[C:8]([O:10][CH3:11])=[O:9])([CH3:31])[CH3:30]. (6) Given the reactants [CH2:1]([NH:8][C:9]1[N:14]2[N:15]=[CH:16][C:17]([C:18](O)=[O:19])=[C:13]2[N:12]=[CH:11][C:10]=1[C:21]([N:23]1[CH2:28][CH2:27][C:26]2([C:32]3[CH:33]=[CH:34][CH:35]=[CH:36][C:31]=3[O:30][CH2:29]2)[CH2:25][CH2:24]1)=[O:22])[C:2]1[CH:7]=[CH:6][CH:5]=[CH:4][CH:3]=1.[CH2:37]([S:39]([NH2:42])(=[O:41])=[O:40])[CH3:38], predict the reaction product. The product is: [CH2:1]([NH:8][C:9]1[N:14]2[N:15]=[CH:16][C:17]([C:18]([NH:42][S:39]([CH2:37][CH3:38])(=[O:41])=[O:40])=[O:19])=[C:13]2[N:12]=[CH:11][C:10]=1[C:21]([N:23]1[CH2:24][CH2:25][C:26]2([C:32]3[CH:33]=[CH:34][CH:35]=[CH:36][C:31]=3[O:30][CH2:29]2)[CH2:27][CH2:28]1)=[O:22])[C:2]1[CH:7]=[CH:6][CH:5]=[CH:4][CH:3]=1. (7) Given the reactants [F:1][C:2]1[CH:7]=[CH:6][CH:5]=[CH:4][C:3]=1[CH2:8][O:9][C:10]1[CH:15]=[CH:14][C:13]([C@@H:16]2[N:20]([C:21]([O:23][C:24]([CH3:27])([CH3:26])[CH3:25])=[O:22])[C@:19]([CH3:32])([C:28]([O:30]C)=[O:29])[CH2:18][CH2:17]2)=[CH:12][C:11]=1[O:33][CH3:34].O[Li].O, predict the reaction product. The product is: [CH3:27][C:24]([O:23][C:21]([N:20]1[C@@H:16]([C:13]2[CH:14]=[CH:15][C:10]([O:9][CH2:8][C:3]3[CH:4]=[CH:5][CH:6]=[CH:7][C:2]=3[F:1])=[C:11]([O:33][CH3:34])[CH:12]=2)[CH2:17][CH2:18][C@@:19]1([CH3:32])[C:28]([OH:30])=[O:29])=[O:22])([CH3:25])[CH3:26].